Dataset: NCI-60 drug combinations with 297,098 pairs across 59 cell lines. Task: Regression. Given two drug SMILES strings and cell line genomic features, predict the synergy score measuring deviation from expected non-interaction effect. (1) Drug 1: C1=C(C(=O)NC(=O)N1)N(CCCl)CCCl. Drug 2: CC1=C(C=C(C=C1)C(=O)NC2=CC(=CC(=C2)C(F)(F)F)N3C=C(N=C3)C)NC4=NC=CC(=N4)C5=CN=CC=C5. Cell line: SK-MEL-28. Synergy scores: CSS=9.77, Synergy_ZIP=-3.54, Synergy_Bliss=1.10, Synergy_Loewe=-2.78, Synergy_HSA=-2.33. (2) Drug 1: CC12CCC(CC1=CCC3C2CCC4(C3CC=C4C5=CN=CC=C5)C)O. Drug 2: C1CCC(CC1)NC(=O)N(CCCl)N=O. Cell line: SK-MEL-2. Synergy scores: CSS=32.5, Synergy_ZIP=4.78, Synergy_Bliss=6.13, Synergy_Loewe=2.72, Synergy_HSA=3.44. (3) Drug 1: CCC(=C(C1=CC=CC=C1)C2=CC=C(C=C2)OCCN(C)C)C3=CC=CC=C3.C(C(=O)O)C(CC(=O)O)(C(=O)O)O. Drug 2: C1=NC(=NC(=O)N1C2C(C(C(O2)CO)O)O)N. Cell line: RXF 393. Synergy scores: CSS=19.6, Synergy_ZIP=-8.37, Synergy_Bliss=-3.21, Synergy_Loewe=-6.02, Synergy_HSA=-0.445. (4) Drug 1: CC1=C(C=C(C=C1)NC(=O)C2=CC=C(C=C2)CN3CCN(CC3)C)NC4=NC=CC(=N4)C5=CN=CC=C5. Drug 2: CC1CCCC2(C(O2)CC(NC(=O)CC(C(C(=O)C(C1O)C)(C)C)O)C(=CC3=CSC(=N3)C)C)C. Cell line: NCI-H460. Synergy scores: CSS=55.3, Synergy_ZIP=1.31, Synergy_Bliss=0.236, Synergy_Loewe=-30.6, Synergy_HSA=-0.127. (5) Drug 1: COC1=C(C=C2C(=C1)N=CN=C2NC3=CC(=C(C=C3)F)Cl)OCCCN4CCOCC4. Drug 2: CN1C(=O)N2C=NC(=C2N=N1)C(=O)N. Cell line: HCT-15. Synergy scores: CSS=28.0, Synergy_ZIP=-1.51, Synergy_Bliss=-1.72, Synergy_Loewe=-34.4, Synergy_HSA=-2.85. (6) Synergy scores: CSS=27.4, Synergy_ZIP=-0.407, Synergy_Bliss=2.09, Synergy_Loewe=-11.6, Synergy_HSA=-1.78. Drug 1: CCC1=CC2CC(C3=C(CN(C2)C1)C4=CC=CC=C4N3)(C5=C(C=C6C(=C5)C78CCN9C7C(C=CC9)(C(C(C8N6C)(C(=O)OC)O)OC(=O)C)CC)OC)C(=O)OC.C(C(C(=O)O)O)(C(=O)O)O. Drug 2: CCN(CC)CCNC(=O)C1=C(NC(=C1C)C=C2C3=C(C=CC(=C3)F)NC2=O)C. Cell line: HOP-92. (7) Drug 2: CCC1=CC2CC(C3=C(CN(C2)C1)C4=CC=CC=C4N3)(C5=C(C=C6C(=C5)C78CCN9C7C(C=CC9)(C(C(C8N6C)(C(=O)OC)O)OC(=O)C)CC)OC)C(=O)OC.C(C(C(=O)O)O)(C(=O)O)O. Synergy scores: CSS=35.1, Synergy_ZIP=1.10, Synergy_Bliss=4.70, Synergy_Loewe=5.96, Synergy_HSA=7.90. Drug 1: COC1=C(C=C2C(=C1)N=CN=C2NC3=CC(=C(C=C3)F)Cl)OCCCN4CCOCC4. Cell line: MDA-MB-231. (8) Drug 1: COC1=NC(=NC2=C1N=CN2C3C(C(C(O3)CO)O)O)N. Drug 2: C(CCl)NC(=O)N(CCCl)N=O. Cell line: A549. Synergy scores: CSS=-0.181, Synergy_ZIP=-1.06, Synergy_Bliss=-0.559, Synergy_Loewe=-4.01, Synergy_HSA=-1.72.